Dataset: Reaction yield outcomes from USPTO patents with 853,638 reactions. Task: Predict the reaction yield, written as a fraction of the theoretical maximum amount of product (1.0 means a 100% yield; for example, 0.34 means a 34% yield). (1) The reactants are C[O:2][C:3]([C:5]1[CH:6]=[CH:7][C:8]2[N:9]([CH:22]=[N:23][CH:24]=2)[C:10]=1[NH:11][C:12]1[CH:17]=[CH:16][C:15]([CH:18]2[CH2:20][CH2:19]2)=[CH:14][C:13]=1[F:21])=[O:4].[OH-].[Na+]. The catalyst is CO. The product is [F:21][C:13]1[CH:14]=[C:15]([CH:18]2[CH2:19][CH2:20]2)[CH:16]=[CH:17][C:12]=1[NH:11][C:10]1[N:9]2[CH:22]=[N:23][CH:24]=[C:8]2[CH:7]=[CH:6][C:5]=1[C:3]([OH:4])=[O:2]. The yield is 0.870. (2) The reactants are [CH:1]([N:4]1[CH2:9][CH2:8][CH:7]([O:10][C:11]2[CH:19]=[CH:18][C:17]3[N:16]4[C@H:20]([CH3:25])[CH2:21][NH:22][C:23](=[O:24])[C:15]4=[CH:14][C:13]=3[CH:12]=2)[CH2:6][CH2:5]1)([CH3:3])[CH3:2].[H-].[Na+].[C:28](OC(=O)C)(=[O:30])[CH3:29]. No catalyst specified. The product is [C:28]([N:22]1[CH2:21][C@@H:20]([CH3:25])[N:16]2[C:17]3[CH:18]=[CH:19][C:11]([O:10][CH:7]4[CH2:8][CH2:9][N:4]([CH:1]([CH3:3])[CH3:2])[CH2:5][CH2:6]4)=[CH:12][C:13]=3[CH:14]=[C:15]2[C:23]1=[O:24])(=[O:30])[CH3:29]. The yield is 0.430.